This data is from Full USPTO retrosynthesis dataset with 1.9M reactions from patents (1976-2016). The task is: Predict the reactants needed to synthesize the given product. (1) Given the product [OH:1][CH:2]([C:26]1[CH:27]=[CH:28][C:29]([C:30]([OH:32])=[O:31])=[CH:34][CH:35]=1)[CH2:3][CH2:4][CH2:5][N:6]1[CH2:7][CH2:8][CH:9]([C:12]([OH:25])([C:13]2[CH:14]=[CH:15][CH:16]=[CH:17][CH:18]=2)[C:19]2[CH:24]=[CH:23][CH:22]=[CH:21][CH:20]=2)[CH2:10][CH2:11]1, predict the reactants needed to synthesize it. The reactants are: [OH:1][CH:2]([C:26]1[CH:35]=[CH:34][C:29]([C:30]([O:32]C)=[O:31])=[CH:28][CH:27]=1)[CH2:3][CH2:4][CH2:5][N:6]1[CH2:11][CH2:10][CH:9]([C:12]([OH:25])([C:19]2[CH:24]=[CH:23][CH:22]=[CH:21][CH:20]=2)[C:13]2[CH:18]=[CH:17][CH:16]=[CH:15][CH:14]=2)[CH2:8][CH2:7]1.C1COCC1.[Li+].[OH-].Cl. (2) Given the product [CH2:23]([CH:21]1[CH2:20][O:19][C:11]2=[C:12]3[C:7](=[CH:8][CH:9]=[C:10]2[N:22]1[CH2:13][C:15]([F:18])([F:17])[F:16])[NH:6][CH2:5][CH:14]=[C:13]3[C:15]([F:18])([F:17])[F:16])[CH2:24][CH3:25], predict the reactants needed to synthesize it. The reactants are: C(O[C:5]1[CH:14]=[C:13]([C:15]([F:18])([F:17])[F:16])[C:12]2[C:7](=[CH:8][CH:9]=[C:10]3[NH:22][CH:21]([CH2:23][CH2:24][CH3:25])[CH2:20][O:19][C:11]3=2)[N:6]=1)(C)C.[BH4-].[Na+]. (3) Given the product [CH3:1][C:2]1([CH3:29])[CH2:11][C:10]2[C:5](=[CH:6][CH:7]=[C:8]([C:12]([NH:36][S:33]([CH:30]3[CH2:32][CH2:31]3)(=[O:35])=[O:34])=[O:14])[CH:9]=2)[NH:4][CH:3]1[C:15]1[CH:20]=[C:19]([N:21]2[CH2:26][CH2:25][O:24][CH2:23][CH2:22]2)[CH:18]=[C:17]([O:27][CH3:28])[CH:16]=1, predict the reactants needed to synthesize it. The reactants are: [CH3:1][C:2]1([CH3:29])[CH2:11][C:10]2[C:5](=[CH:6][CH:7]=[C:8]([C:12]([OH:14])=O)[CH:9]=2)[NH:4][CH:3]1[C:15]1[CH:20]=[C:19]([N:21]2[CH2:26][CH2:25][O:24][CH2:23][CH2:22]2)[CH:18]=[C:17]([O:27][CH3:28])[CH:16]=1.[CH:30]1([S:33]([NH2:36])(=[O:35])=[O:34])[CH2:32][CH2:31]1. (4) The reactants are: [C:1](Cl)(Cl)=[O:2].[CH3:5][C:6]([CH3:33])([CH3:32])[CH:7]([C:22]1[CH:31]=[CH:30][C:25]([C:26]([NH:28][NH2:29])=[O:27])=[CH:24][CH:23]=1)[C:8]1[CH:13]=[CH:12][C:11]([O:14][CH2:15][C:16]2[CH:21]=[CH:20][CH:19]=[CH:18][N:17]=2)=[CH:10][CH:9]=1. Given the product [CH3:5][C:6]([CH3:33])([CH3:32])[CH:7]([C:22]1[CH:23]=[CH:24][C:25]([C:26]2[O:27][C:1](=[O:2])[NH:29][N:28]=2)=[CH:30][CH:31]=1)[C:8]1[CH:13]=[CH:12][C:11]([O:14][CH2:15][C:16]2[CH:21]=[CH:20][CH:19]=[CH:18][N:17]=2)=[CH:10][CH:9]=1, predict the reactants needed to synthesize it. (5) Given the product [CH3:1][CH:2]([CH3:22])[CH2:3][CH:4]([NH:5][C:24]1[N:25]=[CH:26][C:27]([C:30]([O:32][CH3:33])=[O:31])=[N:28][CH:29]=1)[C:6]1[CH:11]=[CH:10][C:9]([C:12]2[CH:17]=[CH:16][C:15]([C:18]([F:19])([F:20])[F:21])=[CH:14][CH:13]=2)=[CH:8][CH:7]=1, predict the reactants needed to synthesize it. The reactants are: [CH3:1][CH:2]([CH3:22])[CH2:3][CH:4]([C:6]1[CH:11]=[CH:10][C:9]([C:12]2[CH:17]=[CH:16][C:15]([C:18]([F:21])([F:20])[F:19])=[CH:14][CH:13]=2)=[CH:8][CH:7]=1)[NH2:5].Cl[C:24]1[N:25]=[CH:26][C:27]([C:30]([O:32][CH3:33])=[O:31])=[N:28][CH:29]=1.C(N(C(C)C)CC)(C)C. (6) Given the product [CH3:4][N:5]([CH3:6])[CH2:50][C:46]1[CH:47]=[N:48][CH:49]=[C:44]([B:39]2[O:38][C:37]([CH3:52])([CH3:36])[C:41]([CH3:43])([CH3:42])[O:40]2)[CH:45]=1, predict the reactants needed to synthesize it. The reactants are: C1([CH2:4][NH:5][CH2:6]C2C=C(C3C=C4C(=C(C(N)=O)C=3)NC=C4C3CCN(S(CC)(=O)=O)CC3)C=NC=2)CC1.[CH3:36][C:37]1([CH3:52])[C:41]([CH3:43])([CH3:42])[O:40][B:39]([C:44]2[CH:45]=[C:46]([CH:50]=O)[CH:47]=[N:48][CH:49]=2)[O:38]1.CNC.C1COCC1.[BH3-]C#N.[Na+].